From a dataset of Retrosynthesis with 50K atom-mapped reactions and 10 reaction types from USPTO. Predict the reactants needed to synthesize the given product. (1) Given the product OCCCCCCc1cncnc1, predict the reactants needed to synthesize it. The reactants are: OCCCCC#Cc1cncnc1. (2) Given the product COc1cc2c(Nc3cc(CC(=O)Nc4cccc(F)c4)[nH]n3)ncnc2cc1OCCC1CCN(CCOC(C)(C)C)CC1, predict the reactants needed to synthesize it. The reactants are: COc1cc2c(Nc3cc(CC(=O)O)[nH]n3)ncnc2cc1OCCC1CCN(CCOC(C)(C)C)CC1.Nc1cccc(F)c1. (3) Given the product CCCc1c(CNC)ccc2ccccc12, predict the reactants needed to synthesize it. The reactants are: CCCc1c(C=O)ccc2ccccc12.CN. (4) Given the product C[C@@H](NC(=O)OC(C)(C)C)c1ccc(Br)cc1F, predict the reactants needed to synthesize it. The reactants are: CC(C)(C)OC(=O)OC(=O)OC(C)(C)C.C[C@@H]([NH3+])c1ccc(Br)cc1F. (5) Given the product COCCOc1ccc(CN2CCC(O)(C(c3ccc(OC(F)(F)F)cc3)c3ccc(OC(F)(F)F)cc3)CC2)cc1, predict the reactants needed to synthesize it. The reactants are: COCCOc1ccc(C=O)cc1.OC1(C(c2ccc(OC(F)(F)F)cc2)c2ccc(OC(F)(F)F)cc2)CCNCC1. (6) Given the product CC(=O)c1ccc(Cl)c(S(=O)(=O)N(C)C)c1, predict the reactants needed to synthesize it. The reactants are: CC(=O)c1ccc(Cl)c(S(=O)(=O)Cl)c1.CNC.